Dataset: Experimentally validated miRNA-target interactions with 360,000+ pairs, plus equal number of negative samples. Task: Binary Classification. Given a miRNA mature sequence and a target amino acid sequence, predict their likelihood of interaction. (1) The miRNA is hsa-miR-5581-5p with sequence AGCCUUCCAGGAGAAAUGGAGA. The protein sequence of the target gene is MELLRTITYQPAAGTKMCEQALGKACGGDSKKKRPQQPSEDGQPQAQVTPAAPHHHHHHSHSGPEISRIIVDPTTGKRYCRGKVLGKGGFAKCYEMTDLTNNKVYAAKIIPHSRVAKPHQREKIDKEIELHRLLHHKHVVQFYHYFEDKENIYILLEYCSRRSMAHILKARKVLTEPEVRYYLRQIVSGLKYLHEQEILHRDLKLGNFFINEAMELKVGDFGLAARLEPLEHRRRTICGTPNYLSPEVLNKQGHGCESDIWALGCVMYTMLLGRPPFETTNLKETYRCIREARYTMPSSL.... Result: 0 (no interaction). (2) The miRNA is hsa-miR-2278 with sequence GAGAGCAGUGUGUGUUGCCUGG. The protein sequence of the target gene is MTTSTLQKAIDLVTKATEEDKAKNYEEALRLYQHAVEYFLHAIKYEAHSDKAKESIRAKCVQYLDRAEKLKDYLRSKEKHGKKPVKENQSEGKGSDSDSEGDNPEKKKLQEQLMGAVVMEKPNIRWNDVAGLEGAKEALKEAVILPIKFPHLFTGKRTPWRGILLFGPPGTGKSYLAKAVATEANNSTFFSVSSSDLMSKWLGESEKLVKNLFELARQHKPSIIFIDEVDSLCGSRNENESEAARRIKTEFLVQMQGVGNNNDGTLVLGATNIPWVLDSAIRRRFEKRIYIPLPEEAARA.... Result: 1 (interaction). (3) The miRNA is hsa-miR-3923 with sequence AACUAGUAAUGUUGGAUUAGGG. The protein sequence of the target gene is MELGNGKLPRTGLNSLNQAVHPTWGLAWTDGNRVVLTDLQLHSGEAKFGDSRVIGRFESVCGVCWAPVRTVRSPALLAIQHRKLVSVWQLCPSTAGASKWQASQTSEVRESLPILPRGCVWHPKDAVLTVLTAQGVSIFPNVHQDGSRVKVDVNTKGRVYCACWTLDGQRLVVAIDSNLHSYIWDSSQKSLHSCSFCPVFPVNCSIRSIEATGNSQVAIATELPLHKLCSLNASEALDGPPNGDDGSVHTRPVDEQVATMDMNSGVTVSPFSVPLDLTHIHFNPSQAEQSSLICLRKKDY.... Result: 0 (no interaction). (4) The miRNA is hsa-miR-6757-3p with sequence AACACUGGCCUUGCUAUCCCCA. The protein sequence of the target gene is MDHINKLTQIEDPREQWRREQERMLKEYLIVAQEALNAKKEIYQIKQQRFELAQEEYQQLHKMCEDDSRSYASSFSGYSTNTKYDPHQIKAEIASRRDRLSRLKRELTQMKQELQYKEKGVETLQEIDRKMSSTHTSYKLDEAQAIMSELRTIKKAICTGEKERRDLMHSLAKLTDSFKNSCSVTDSLVDFPHHVGVPGDAGVPQQFCDAGSQTDIIGEFVFDDKTRLVDRVRLNWQYEEARKRVANIQQQLARLDNESWPSTAEADRDRLQLIKEKEALLQELQLIIAQRRSAGDVARL.... Result: 0 (no interaction). (5) The miRNA is hsa-miR-4639-5p with sequence UUGCUAAGUAGGCUGAGAUUGA. The protein sequence of the target gene is MKSLTWILGLWALAACFTPGESQRGPRGPYPPGPLAPPQPFGPGFVPPPPPPPYGPGRIPPPPPAPYGPGIFPPPPPQP. Result: 0 (no interaction). (6) The miRNA is mmu-miR-466q with sequence GUGCACACACACACAUACGU. The protein sequence of the target gene is MARAAGERGRAARCGRWRRGALLAFAAWTAGWVLAAALLLRAHPSVLSERCTDEKSRRILAALCQDYRRGWLTGALCEDLCVGGELLYQRCLYYERGKKVLQAQWRGRTVVLKSKREAFSSFPPLTLLEEEAGAGAPGIPEAELLLMVAGEVKNTLGLELPNNSIAPLWPARQGPGWRQQLASAWSLLQQEEYVYFSLLPDLSRHILPVLGSCGHFYAVEYLAAGSPHHKALFPLDDAGQAQAISHIALSFLDMVSHFDSDFSHRLHLCDVKPENFAIKRDFTVVAIDVDMAFFEPKMRE.... Result: 1 (interaction).